This data is from Full USPTO retrosynthesis dataset with 1.9M reactions from patents (1976-2016). The task is: Predict the reactants needed to synthesize the given product. (1) Given the product [Br-:1].[C:10]1([C:13]2[CH:18]=[CH:17][CH:16]=[CH:15][CH:14]=2)[CH:11]=[CH:12][C:7]([CH2:6][CH2:5][CH2:4][CH2:3][CH2:2][N+:19]2[CH:24]=[CH:23][C:22]([CH3:25])=[CH:21][C:20]=2[CH3:26])=[CH:8][CH:9]=1, predict the reactants needed to synthesize it. The reactants are: [Br:1][CH2:2][CH2:3][CH2:4][CH2:5][CH2:6][C:7]1[CH:12]=[CH:11][C:10]([C:13]2[CH:18]=[CH:17][CH:16]=[CH:15][CH:14]=2)=[CH:9][CH:8]=1.[N:19]1[CH:24]=[CH:23][C:22]([CH3:25])=[CH:21][C:20]=1[CH3:26]. (2) Given the product [Br:18][CH2:19][C:20]1[CH:21]=[C:22]([S:26]([N:12]2[CH2:13][CH2:14][N:9]([CH2:8][C:7]3[CH:6]=[CH:5][C:4]([C:2]#[N:3])=[CH:17][CH:16]=3)[C:10](=[O:15])[CH2:11]2)(=[O:28])=[O:27])[CH:23]=[CH:24][CH:25]=1, predict the reactants needed to synthesize it. The reactants are: Cl.[C:2]([C:4]1[CH:17]=[CH:16][C:7]([CH2:8][N:9]2[CH2:14][CH2:13][NH:12][CH2:11][C:10]2=[O:15])=[CH:6][CH:5]=1)#[N:3].[Br:18][CH2:19][C:20]1[CH:21]=[C:22]([S:26](Cl)(=[O:28])=[O:27])[CH:23]=[CH:24][CH:25]=1. (3) Given the product [F:31][C:32]1[CH:37]=[C:36]([C:2]2[C:3]([N:25]3[CH2:29][CH2:28][C@@H:27]([OH:30])[CH2:26]3)=[N:4][CH:5]=[C:6]([C:7]([NH:9][C:10]3[CH:11]=[CH:12][C:13]([O:16][C:17]([F:23])([F:22])[C:18]([F:20])([F:21])[F:19])=[CH:14][CH:15]=3)=[O:8])[CH:24]=2)[CH:35]=[N:34][CH:33]=1, predict the reactants needed to synthesize it. The reactants are: Br[C:2]1[C:3]([N:25]2[CH2:29][CH2:28][C@@H:27]([OH:30])[CH2:26]2)=[N:4][CH:5]=[C:6]([CH:24]=1)[C:7]([NH:9][C:10]1[CH:15]=[CH:14][C:13]([O:16][C:17]([F:23])([F:22])[C:18]([F:21])([F:20])[F:19])=[CH:12][CH:11]=1)=[O:8].[F:31][C:32]1[CH:33]=[N:34][CH:35]=[C:36](B2OC(C)(C)C(C)(C)O2)[CH:37]=1. (4) Given the product [O:31]1[CH2:32][CH2:33][N:28]([CH2:3][CH:2]([OH:1])[CH2:4][N:5]2[C:18]3[CH:17]=[C:16]([C:19]([F:21])([F:20])[F:22])[CH:15]=[CH:14][C:13]=3[S:12][C:11]3[C:6]2=[CH:7][CH:8]=[CH:9][CH:10]=3)[CH2:29][CH2:30]1, predict the reactants needed to synthesize it. The reactants are: [O:1]1[CH2:3][CH:2]1[CH2:4][N:5]1[C:18]2[CH:17]=[C:16]([C:19]([F:22])([F:21])[F:20])[CH:15]=[CH:14][C:13]=2[S:12][C:11]2[C:6]1=[CH:7][CH:8]=[CH:9][CH:10]=2.CC(O)(C)C.[NH:28]1[CH2:33][CH2:32][O:31][CH2:30][CH2:29]1.